Dataset: Forward reaction prediction with 1.9M reactions from USPTO patents (1976-2016). Task: Predict the product of the given reaction. (1) Given the reactants [ClH:1].[O:2]1[CH2:6][CH2:5][C:4](=O)[CH2:3]1.[NH2:8][C@H:9]1[CH2:13][CH2:12][N:11]([S:14]([C:17]2[C:18]3[C:19](Br)=[CH:20][N:21]=[CH:22][C:23]=3[CH:24]=[CH:25][CH:26]=2)(=[O:16])=[O:15])[CH2:10]1.C(=O)C1OC=CC=1, predict the reaction product. The product is: [O:2]1[CH2:6][CH2:5][CH:4]([NH:8][C@H:9]2[CH2:13][CH2:12][N:11]([S:14]([C:17]3[C:18]4[C:19]([Cl:1])=[CH:20][N:21]=[CH:22][C:23]=4[CH:24]=[CH:25][CH:26]=3)(=[O:16])=[O:15])[CH2:10]2)[CH2:3]1. (2) Given the reactants [NH:1]1[CH2:6][CH2:5][CH2:4][CH2:3][C@@H:2]1[C:7]([NH:9][C@H:10]([C:12]1[CH:21]=[CH:20][C:15]([C:16]([O:18][CH3:19])=[O:17])=[CH:14][CH:13]=1)[CH3:11])=[O:8].[F:22][C:23]([F:34])([F:33])[O:24][C:25]1[CH:26]=[C:27]([CH:30]=[CH:31][CH:32]=1)[CH:28]=O.[BH-](OC(C)=O)(OC(C)=O)OC(C)=O.[Na+].CC(O)=O, predict the reaction product. The product is: [F:22][C:23]([F:33])([F:34])[O:24][C:25]1[CH:26]=[C:27]([CH:30]=[CH:31][CH:32]=1)[CH2:28][N:1]1[CH2:6][CH2:5][CH2:4][CH2:3][C@@H:2]1[C:7]([NH:9][C@H:10]([C:12]1[CH:13]=[CH:14][C:15]([C:16]([O:18][CH3:19])=[O:17])=[CH:20][CH:21]=1)[CH3:11])=[O:8]. (3) Given the reactants [CH:1](NC(C)C)(C)C.C(=O)=O.CC(C)=O.[CH3:15][C@H:16]([NH:20][C:21](=[O:27])OC(C)(C)C)[C:17](=[O:19])[CH3:18].[Cl-].[NH4+], predict the reaction product. The product is: [OH:19][C@:17]1([CH3:18])[C@H:16]([CH3:15])[NH:20][C:21](=[O:27])[CH2:1]1. (4) The product is: [Cl:30][C:25]1[CH:26]=[CH:27][CH:28]=[CH:29][C:24]=1[S:21]([N:18]1[CH2:19][CH2:20][CH:15]([C:13]2[C:12]3[C:7](=[CH:8][CH:9]=[C:10]([F:31])[CH:11]=3)[CH:6]=[C:5]([CH2:4][C:3]([OH:32])=[O:2])[CH:14]=2)[CH2:16][CH2:17]1)(=[O:22])=[O:23]. Given the reactants C[O:2][C:3](=[O:32])[CH2:4][C:5]1[CH:14]=[C:13]([CH:15]2[CH2:20][CH2:19][N:18]([S:21]([C:24]3[CH:29]=[CH:28][CH:27]=[CH:26][C:25]=3[Cl:30])(=[O:23])=[O:22])[CH2:17][CH2:16]2)[C:12]2[C:7](=[CH:8][CH:9]=[C:10]([F:31])[CH:11]=2)[CH:6]=1.O.[OH-].[Li+], predict the reaction product.